Dataset: NCI-60 drug combinations with 297,098 pairs across 59 cell lines. Task: Regression. Given two drug SMILES strings and cell line genomic features, predict the synergy score measuring deviation from expected non-interaction effect. (1) Drug 2: CCC1(CC2CC(C3=C(CCN(C2)C1)C4=CC=CC=C4N3)(C5=C(C=C6C(=C5)C78CCN9C7C(C=CC9)(C(C(C8N6C)(C(=O)OC)O)OC(=O)C)CC)OC)C(=O)OC)O.OS(=O)(=O)O. Synergy scores: CSS=32.1, Synergy_ZIP=0.944, Synergy_Bliss=0.00481, Synergy_Loewe=-3.18, Synergy_HSA=-0.718. Drug 1: CC1C(C(CC(O1)OC2CC(CC3=C2C(=C4C(=C3O)C(=O)C5=C(C4=O)C(=CC=C5)OC)O)(C(=O)CO)O)N)O.Cl. Cell line: BT-549. (2) Drug 1: CC=C1C(=O)NC(C(=O)OC2CC(=O)NC(C(=O)NC(CSSCCC=C2)C(=O)N1)C(C)C)C(C)C. Drug 2: C1=NC2=C(N1)C(=S)N=CN2. Cell line: SNB-75. Synergy scores: CSS=20.2, Synergy_ZIP=-5.78, Synergy_Bliss=1.65, Synergy_Loewe=-2.23, Synergy_HSA=-1.76. (3) Drug 1: CC1=C2C(C(=O)C3(C(CC4C(C3C(C(C2(C)C)(CC1OC(=O)C(C(C5=CC=CC=C5)NC(=O)OC(C)(C)C)O)O)OC(=O)C6=CC=CC=C6)(CO4)OC(=O)C)OC)C)OC. Drug 2: CC12CCC3C(C1CCC2=O)CC(=C)C4=CC(=O)C=CC34C. Cell line: A498. Synergy scores: CSS=45.5, Synergy_ZIP=0.547, Synergy_Bliss=0.579, Synergy_Loewe=4.20, Synergy_HSA=5.80. (4) Synergy scores: CSS=-1.90, Synergy_ZIP=2.40, Synergy_Bliss=2.71, Synergy_Loewe=1.88, Synergy_HSA=-0.477. Drug 2: C(CN)CNCCSP(=O)(O)O. Cell line: MCF7. Drug 1: C(CCl)NC(=O)N(CCCl)N=O.